From a dataset of Reaction yield outcomes from USPTO patents with 853,638 reactions. Predict the reaction yield, written as a fraction of the theoretical maximum amount of product (1.0 means a 100% yield; for example, 0.34 means a 34% yield). (1) The reactants are [Cl:1][C:2]1[CH:3]=[C:4]([C:10]2[CH:14]=[CH:13][N:12]([CH2:15][C@@H:16]([NH:18][C:19]([C:21]3[N:22]=[C:23]([C:26]([OH:28])=O)[S:24][CH:25]=3)=[O:20])[CH3:17])[N:11]=2)[CH:5]=[CH:6][C:7]=1[C:8]#[N:9].Cl.[CH3:30][NH:31][CH3:32]. No catalyst specified. The product is [Cl:1][C:2]1[CH:3]=[C:4]([C:10]2[CH:14]=[CH:13][N:12]([CH2:15][C@@H:16]([NH:18][C:19]([C:21]3[N:22]=[C:23]([C:26]([N:31]([CH3:32])[CH3:30])=[O:28])[S:24][CH:25]=3)=[O:20])[CH3:17])[N:11]=2)[CH:5]=[CH:6][C:7]=1[C:8]#[N:9]. The yield is 0.234. (2) The reactants are [CH3:1][N:2]([CH3:19])[C:3](=[O:18])[O:4][C:5]1[CH:10]=[CH:9][C:8]([CH:11]([OH:15])[CH2:12][CH2:13][OH:14])=[C:7]([CH:16]=[CH2:17])[CH:6]=1.C(N([CH2:25][CH3:26])CC)C.[C:27]([Si:31]([CH3:34])([CH3:33])Cl)([CH3:30])([CH3:29])[CH3:28].O. The catalyst is ClCCl.CN(C)C1C=CN=CC=1. The product is [CH3:19][N:2]([CH3:1])[C:3](=[O:18])[O:4][C:5]1[CH:10]=[CH:9][C:8]([CH:11]([OH:15])[CH2:12][CH2:13][O:14][Si:31]([C:27]([CH3:30])([CH3:29])[CH3:28])([C:34]2[CH:26]=[CH:25][CH:12]=[CH:11][CH:8]=2)[C:33]2[CH:9]=[CH:10][CH:5]=[CH:6][CH:7]=2)=[C:7]([CH:16]=[CH2:17])[CH:6]=1. The yield is 0.700. (3) The reactants are [Br:1][C:2]1[CH:7]=[CH:6][C:5]([C:8]2[S:12][C:11]([C:13]([O:15]CC)=[O:14])=[N:10][C:9]=2[C:18]2[CH:23]=[CH:22][C:21]([Cl:24])=[CH:20][C:19]=2[Cl:25])=[CH:4][CH:3]=1.[OH-].[K+].Cl. The catalyst is CO.O. The product is [Br:1][C:2]1[CH:3]=[CH:4][C:5]([C:8]2[S:12][C:11]([C:13]([OH:15])=[O:14])=[N:10][C:9]=2[C:18]2[CH:23]=[CH:22][C:21]([Cl:24])=[CH:20][C:19]=2[Cl:25])=[CH:6][CH:7]=1. The yield is 1.00. (4) The reactants are Br[C:2]1[S:10][C:9]2[C:4](=[N:5][CH:6]=[CH:7][C:8]=2[O:11][C:12]2[CH:17]=[CH:16][C:15]([N+:18]([O-:20])=[O:19])=[CH:14][CH:13]=2)[CH:3]=1.[CH3:21][C:22]1[CH:23]=[N:24][NH:25][CH:26]=1.CN[C@@H]1CCCC[C@H]1NC.C([O-])([O-])=O.[K+].[K+].[N].[N]. The catalyst is C1(C)C=CC=CC=1.CCOC(C)=O.[Cu]I. The product is [CH3:21][C:22]1[CH:23]=[N:24][N:25]([C:2]2[S:10][C:9]3[C:4](=[N:5][CH:6]=[CH:7][C:8]=3[O:11][C:12]3[CH:17]=[CH:16][C:15]([N+:18]([O-:20])=[O:19])=[CH:14][CH:13]=3)[CH:3]=2)[CH:26]=1. The yield is 0.370. (5) The reactants are [CH3:1][O:2][C:3](=[O:13])[C:4]1[CH:9]=[CH:8][C:7]([CH2:10][C:11]#[N:12])=[CH:6][CH:5]=1.[N-:14]=[N+:15]=[N-:16].[Na+].Cl.C(N(CC)CC)C. The catalyst is C1(C)C=CC=CC=1. The product is [CH3:1][O:2][C:3](=[O:13])[C:4]1[CH:9]=[CH:8][C:7]([CH2:10][C:11]2[NH:16][N:15]=[N:14][N:12]=2)=[CH:6][CH:5]=1. The yield is 0.880. (6) The reactants are [F:8][C:7]([F:10])([F:9])[C:6](O[C:6](=[O:11])[C:7]([F:10])([F:9])[F:8])=[O:11].[NH:14]1[C:23]2[C:18](=[CH:19][CH:20]=[CH:21][CH:22]=2)[CH2:17][CH2:16][CH2:15]1. The yield is 0.870. The catalyst is C(Cl)(Cl)Cl. The product is [N:14]1([C:6](=[O:11])[C:7]([F:8])([F:9])[F:10])[C:23]2[C:18](=[CH:19][CH:20]=[CH:21][CH:22]=2)[CH2:17][CH2:16][CH2:15]1. (7) The reactants are [OH:1][C:2]1[CH:7]=[C:6]([O:8][CH2:9][CH2:10][O:11][CH3:12])[CH:5]=[CH:4][C:3]=1/[CH:13]=[CH:14]/[C:15]([O:17][CH2:18][CH3:19])=[O:16].[H-].[Na+].Cl[C:23]1[C:28]([Cl:29])=[CH:27][C:26]([Cl:30])=[CH:25][N:24]=1.O. The catalyst is CN(C)C=O. The product is [Cl:29][C:28]1[C:23]([O:1][C:2]2[CH:7]=[C:6]([O:8][CH2:9][CH2:10][O:11][CH3:12])[CH:5]=[CH:4][C:3]=2/[CH:13]=[CH:14]/[C:15]([O:17][CH2:18][CH3:19])=[O:16])=[N:24][CH:25]=[C:26]([Cl:30])[CH:27]=1. The yield is 0.720. (8) The reactants are [CH2:1]1[CH:12]2[CH:4]([NH:5][C:6]3[CH:7]=[CH:8][CH:9]=[CH:10][C:11]=32)[CH2:3][CH2:2]1.C(N(C(C)C)CC)(C)C.Cl[CH2:23][C:24]([NH2:26])=[O:25]. The catalyst is CN(C=O)C. The product is [CH2:1]1[CH:12]2[CH:4]([N:5]([CH2:23][C:24]([NH2:26])=[O:25])[C:6]3[CH:7]=[CH:8][CH:9]=[CH:10][C:11]=32)[CH2:3][CH2:2]1. The yield is 0.690.